Dataset: Forward reaction prediction with 1.9M reactions from USPTO patents (1976-2016). Task: Predict the product of the given reaction. (1) Given the reactants Cl[C:2]1[C:3]([Cl:9])=[N:4][C:5]([Cl:8])=[N:6][CH:7]=1.[CH3:10][O:11][C:12]1[CH:13]=[C:14](B(O)O)[CH:15]=[CH:16][CH:17]=1.C(O)C.C(=O)(O)[O-].[Na+], predict the reaction product. The product is: [Cl:8][C:5]1[N:4]=[C:3]([Cl:9])[CH:2]=[C:7]([C:16]2[CH:15]=[CH:14][CH:13]=[C:12]([O:11][CH3:10])[CH:17]=2)[N:6]=1. (2) Given the reactants [Cl:1][C:2]1[CH:21]=[CH:20][C:5]([NH:6][C:7]2[C:16]3[C:11](=[CH:12][C:13]([OH:19])=[C:14]([O:17][CH3:18])[CH:15]=3)[N:10]=[CH:9][N:8]=2)=[C:4]([F:22])[CH:3]=1.Cl.Cl[CH2:25][C:26]1[CH:31]=[CH:30][N:29]=[C:28]([C:32]#[N:33])[CH:27]=1.C(=O)([O-])[O-].[K+].[K+].O, predict the reaction product. The product is: [Cl:1][C:2]1[CH:21]=[CH:20][C:5]([NH:6][C:7]2[C:16]3[C:11](=[CH:12][C:13]([O:19][CH2:25][C:26]4[CH:31]=[CH:30][N:29]=[C:28]([C:32]#[N:33])[CH:27]=4)=[C:14]([O:17][CH3:18])[CH:15]=3)[N:10]=[CH:9][N:8]=2)=[C:4]([F:22])[CH:3]=1. (3) Given the reactants N(C(OC(C)C)=O)=NC(OC(C)C)=O.[Cl:15][C:16]1[CH:21]=[CH:20][C:19]([S:22]([CH:25]([C:34]2[CH:39]=[C:38]([F:40])[CH:37]=[CH:36][C:35]=2[F:41])[C:26]2[CH:31]=[CH:30][C:29]([CH2:32]O)=[CH:28][N:27]=2)(=[O:24])=[O:23])=[CH:18][CH:17]=1.[NH:42]([C:50]([O:52][C:53]([CH3:56])([CH3:55])[CH3:54])=[O:51])[C:43]([O:45][C:46]([CH3:49])([CH3:48])[CH3:47])=[O:44].C1(P(C2C=CC=CC=2)C2C=CC=CC=2)C=CC=CC=1, predict the reaction product. The product is: [C:53]([O:52][C:50](=[O:51])[N:42]([CH2:32][C:29]1[CH:28]=[N:27][C:26]([CH:25]([S:22]([C:19]2[CH:18]=[CH:17][C:16]([Cl:15])=[CH:21][CH:20]=2)(=[O:23])=[O:24])[C:34]2[CH:39]=[C:38]([F:40])[CH:37]=[CH:36][C:35]=2[F:41])=[CH:31][CH:30]=1)[C:43]([O:45][C:46]([CH3:47])([CH3:48])[CH3:49])=[O:44])([CH3:56])([CH3:55])[CH3:54]. (4) Given the reactants [NH:1]1[C:5]2=[N:6][CH:7]=[C:8]([CH2:10][OH:11])[CH:9]=[C:4]2[CH:3]=[CH:2]1.C(N(CC)C(C)C)(C)C.Cl[C:22]([O:24][C:25]1[CH:30]=[CH:29][C:28]([N+:31]([O-:33])=[O:32])=[CH:27][CH:26]=1)=[O:23], predict the reaction product. The product is: [C:22](=[O:23])([O:11][CH2:10][C:8]1[CH:9]=[C:4]2[CH:3]=[CH:2][NH:1][C:5]2=[N:6][CH:7]=1)[O:24][C:25]1[CH:26]=[CH:27][C:28]([N+:31]([O-:33])=[O:32])=[CH:29][CH:30]=1. (5) Given the reactants [O:1]=[C:2]1[CH:20]=[C:19]([CH:21]2[CH2:26][CH2:25][N:24](C(OC(C)(C)C)=O)[CH2:23][CH2:22]2)[N:5]2[N:6]=[C:7]3[C:12]([C:11]([C:13]4[CH:18]=[CH:17][CH:16]=[CH:15][N:14]=4)=[CH:10][CH:9]=[CH:8]3)=[C:4]2[NH:3]1.[ClH:34], predict the reaction product. The product is: [ClH:34].[NH:24]1[CH2:25][CH2:26][CH:21]([C:19]2[N:5]3[N:6]=[C:7]4[C:12]([C:11]([C:13]5[CH:18]=[CH:17][CH:16]=[CH:15][N:14]=5)=[CH:10][CH:9]=[CH:8]4)=[C:4]3[NH:3][C:2](=[O:1])[CH:20]=2)[CH2:22][CH2:23]1. (6) Given the reactants [Cl:1][CH2:2][C:3]([CH2:5]Cl)=O.[NH2:7][C:8]([NH2:10])=[S:9], predict the reaction product. The product is: [ClH:1].[Cl:1][CH2:2][C:3]1[N:7]=[C:8]([NH2:10])[S:9][CH:5]=1.